Dataset: Full USPTO retrosynthesis dataset with 1.9M reactions from patents (1976-2016). Task: Predict the reactants needed to synthesize the given product. (1) Given the product [F:1][C:2]([F:6])([F:5])[CH2:3][O:4][C:26](=[O:27])[CH2:25][NH:24][C:22]1[CH:21]=[CH:20][CH:19]=[C:18]([CH:17]([CH2:16][C:15]2[CH:39]=[CH:40][C:12]([N:7]3[CH:11]=[CH:10][CH:9]=[N:8]3)=[CH:13][CH:14]=2)[NH:29][S:30]([C:33]2[CH:34]=[N:35][CH:36]=[CH:37][CH:38]=2)(=[O:32])=[O:31])[N:23]=1, predict the reactants needed to synthesize it. The reactants are: [F:1][C:2]([F:6])([F:5])[CH2:3][OH:4].[N:7]1([C:12]2[CH:40]=[CH:39][C:15]([CH2:16][CH:17]([NH:29][S:30]([C:33]3[CH:34]=[N:35][CH:36]=[CH:37][CH:38]=3)(=[O:32])=[O:31])[C:18]3[N:23]=[C:22]([NH:24][CH2:25][C:26](O)=[O:27])[CH:21]=[CH:20][CH:19]=3)=[CH:14][CH:13]=2)[CH:11]=[CH:10][CH:9]=[N:8]1.Cl.O1CCOCC1. (2) Given the product [OH:11][B:9]1[C:8]2[CH:12]=[C:13]([O:17][C:18]3[S:22][N:21]=[CH:20][N:19]=3)[CH:14]=[C:15]([CH3:16])[C:7]=2[CH:6]([CH2:5][C:4]([OH:23])=[O:3])[O:10]1, predict the reactants needed to synthesize it. The reactants are: C([O:3][C:4](=[O:23])[CH2:5][CH:6]1[O:10][B:9]([OH:11])[C:8]2[CH:12]=[C:13]([O:17][C:18]3[S:22][N:21]=[CH:20][N:19]=3)[CH:14]=[C:15]([CH3:16])[C:7]1=2)C.[Li+].[OH-].Cl.